This data is from Full USPTO retrosynthesis dataset with 1.9M reactions from patents (1976-2016). The task is: Predict the reactants needed to synthesize the given product. (1) Given the product [C:24]([OH:29])(=[O:28])[C:25]([OH:27])=[O:26].[Cl:1][C:2]1[CH:3]=[C:4]([C:12]([NH:14][CH2:15][C@H:16]2[CH2:21][CH2:20][NH:19][CH2:18][C@H:17]2[O:22][CH3:23])=[O:13])[C:5]2[O:10][CH2:9][CH2:8][O:7][C:6]=2[CH:11]=1, predict the reactants needed to synthesize it. The reactants are: [Cl:1][C:2]1[CH:3]=[C:4]([C:12]([NH:14][CH2:15][C@H:16]2[CH2:21][CH2:20][NH:19][CH2:18][C@H:17]2[O:22][CH3:23])=[O:13])[C:5]2[O:10][CH2:9][CH2:8][O:7][C:6]=2[CH:11]=1.[C:24]([OH:29])(=[O:28])[C:25]([OH:27])=[O:26]. (2) Given the product [CH2:38]([NH:37][C:35]([N:34]1[CH:30]([CH2:31][CH:32]=[CH2:33])[CH2:29][C:28](=[O:45])[N:27]2[CH:14]([CH2:15][C:16]3[CH:17]=[CH:18][C:19]([OH:22])=[CH:20][CH:21]=3)[C:12](=[O:13])[N:11]([CH2:10][C:9]3[C:4]4[N:3]=[CH:2][S:1][C:5]=4[CH:6]=[CH:7][CH:8]=3)[CH2:46][CH:47]12)=[O:36])[C:39]1[CH:44]=[CH:43][CH:42]=[CH:41][CH:40]=1, predict the reactants needed to synthesize it. The reactants are: [S:1]1[C:5]2[CH:6]=[CH:7][CH:8]=[C:9]([CH2:10][N:11]([CH2:46][CH:47](OCC)OCC)[C:12]([CH:14]([NH:27][C:28](=[O:45])[CH2:29][CH:30]([NH:34][C:35]([NH:37][CH2:38][C:39]3[CH:44]=[CH:43][CH:42]=[CH:41][CH:40]=3)=[O:36])[CH2:31][CH:32]=[CH2:33])[CH2:15][C:16]3[CH:21]=[CH:20][C:19]([O:22]C(C)(C)C)=[CH:18][CH:17]=3)=[O:13])[C:4]=2[N:3]=[CH:2]1.